Dataset: Reaction yield outcomes from USPTO patents with 853,638 reactions. Task: Predict the reaction yield, written as a fraction of the theoretical maximum amount of product (1.0 means a 100% yield; for example, 0.34 means a 34% yield). (1) The reactants are [OH:1][C:2]1[C:7]2[C@@:8]3([OH:45])[C@@:21]([O:25][CH3:26])([C@H:22]([OH:24])[CH2:23][C:6]=2[CH:5]=[C:4]([CH3:46])[C:3]=1[C:47](O)=[O:48])[C:20](=[O:27])[C:19]1[C:10](=[CH:11][C:12]2[C:13](=[O:43])[C:14]([NH:30][CH:31]4[C@H:36]([O:37][CH3:38])[C@H:35]([OH:39])[C@@H:34]([O:40][CH3:41])[C@H:33]([CH3:42])[O:32]4)=[CH:15][C:16](=[O:29])[C:17]=2[C:18]=1[OH:28])[C:9]3=[O:44].O.ON1C2C=CC=CC=2N=N1.[NH:61]1[CH2:65][CH2:64][CH2:63][CH2:62]1. The catalyst is C1COCC1. The product is [OH:1][C:2]1[C:7]2[C@@:8]3([OH:45])[C@@:21]([O:25][CH3:26])([C@H:22]([OH:24])[CH2:23][C:6]=2[CH:5]=[C:4]([CH3:46])[C:3]=1[C:47]([N:61]1[CH2:65][CH2:64][CH2:63][CH2:62]1)=[O:48])[C:20](=[O:27])[C:19]1[C:10](=[CH:11][C:12]2[C:13](=[O:43])[C:14]([NH:30][CH:31]4[C@H:36]([O:37][CH3:38])[C@H:35]([OH:39])[C@@H:34]([O:40][CH3:41])[C@H:33]([CH3:42])[O:32]4)=[CH:15][C:16](=[O:29])[C:17]=2[C:18]=1[OH:28])[C:9]3=[O:44]. The yield is 0.0280. (2) The reactants are CCN(C(C)C)C(C)C.[OH:10][C:11]1[CH:12]=[C:13]([C:17]2[NH:21][N:20]=[C:19]([C:22]([OH:24])=O)[CH:18]=2)[CH:14]=[CH:15][CH:16]=1.C1C=CC2N(O)N=NC=2C=1.CCN=C=NCCCN(C)C.Cl.Cl.[NH2:48][CH2:49][C:50]([N:52]1[CH2:57][CH2:56][CH:55]([O:58][C:59]2[CH:64]=[CH:63][CH:62]=[C:61]([C:65]([F:68])([F:67])[F:66])[CH:60]=2)[CH2:54][CH2:53]1)=[O:51]. The catalyst is CN(C=O)C.O. The product is [O:51]=[C:50]([N:52]1[CH2:53][CH2:54][CH:55]([O:58][C:59]2[CH:64]=[CH:63][CH:62]=[C:61]([C:65]([F:68])([F:66])[F:67])[CH:60]=2)[CH2:56][CH2:57]1)[CH2:49][NH:48][C:22]([C:19]1[CH:18]=[C:17]([C:13]2[CH:14]=[CH:15][CH:16]=[C:11]([OH:10])[CH:12]=2)[NH:21][N:20]=1)=[O:24]. The yield is 0.517.